Dataset: Forward reaction prediction with 1.9M reactions from USPTO patents (1976-2016). Task: Predict the product of the given reaction. (1) Given the reactants [Cl:1][C:2]1[CH:11]=[C:10]([I:12])[CH:9]=[C:8]2[C:3]=1[C:4](=O)[NH:5][CH:6]=[N:7]2.CCN(C(C)C)C(C)C.O=P(Cl)(Cl)[Cl:25], predict the reaction product. The product is: [Cl:25][C:4]1[C:3]2[C:8](=[CH:9][C:10]([I:12])=[CH:11][C:2]=2[Cl:1])[N:7]=[CH:6][N:5]=1. (2) Given the reactants [CH3:1][S:2]([O:5][C:6]1[CH:11]=[CH:10][CH:9]=[CH:8][C:7]=1[O:12]CC1C=CC=CC=1)(=[O:4])=[O:3].B(F)(F)F.CCOCC.CSC, predict the reaction product. The product is: [CH3:1][S:2]([O:5][C:6]1[CH:11]=[CH:10][CH:9]=[CH:8][C:7]=1[OH:12])(=[O:4])=[O:3]. (3) Given the reactants [NH2:1][C:2]1[C:3]2[S:10][C:9]3[N:11]=[C:12]([N:18]4[CH2:23][CH2:22][C:21](=O)[CH2:20][CH2:19]4)[CH:13]=[C:14]([CH2:15][CH2:16][CH3:17])[C:8]=3[C:4]=2[N:5]=[CH:6][N:7]=1.[C:25]([BH3-])#[N:26].[C:28]([OH:31])(=O)[CH3:29].C[N:33]([CH:35]=[O:36])C, predict the reaction product. The product is: [NH2:1][C:2]1[C:3]2[S:10][C:9]3[N:11]=[C:12]([N:18]4[CH2:23][CH2:22][CH:21]([NH:26][CH2:25][CH:28]([C:29]5[CH:9]=[CH:8][C:4]([C:35]([NH2:33])=[O:36])=[CH:3][CH:2]=5)[OH:31])[CH2:20][CH2:19]4)[CH:13]=[C:14]([CH2:15][CH2:16][CH3:17])[C:8]=3[C:4]=2[N:5]=[CH:6][N:7]=1. (4) Given the reactants CO[C:3](=[O:8])[CH2:4][C:5](=O)[CH3:6].Br[CH2:10][C:11]([C:13]1[CH:18]=[C:17]([F:19])[CH:16]=[CH:15][C:14]=1[F:20])=O.[NH2:21][CH2:22][C@H:23]1[CH2:28][CH2:27][CH2:26][CH2:25][C@H:24]1[OH:29], predict the reaction product. The product is: [OH:29][CH:24]1[CH2:25][CH2:26][CH2:27][CH2:28][CH:23]1[CH2:22][NH:21][C:3]([C:4]1[CH:10]=[C:11]([C:13]2[CH:18]=[C:17]([F:19])[CH:16]=[CH:15][C:14]=2[F:20])[N:21]([CH2:22][CH:23]2[CH2:28][CH2:27][CH2:26][CH2:25][CH2:24]2)[C:5]=1[CH3:6])=[O:8]. (5) Given the reactants [C:1]([O:4][CH2:5][CH2:6][NH:7][C:8](=[O:22])[C@@H:9]([NH2:21])[CH2:10][C:11]1[CH:16]=[CH:15][C:14]([C:17]([F:20])([F:19])[F:18])=[CH:13][CH:12]=1)(=[O:3])[CH3:2].[CH:23]1([CH2:26][O:27][C:28]2[CH:36]=[CH:35][C:31]([C:32](O)=[O:33])=[CH:30][CH:29]=2)[CH2:25][CH2:24]1, predict the reaction product. The product is: [C:1]([O:4][CH2:5][CH2:6][NH:7][C:8](=[O:22])[C@@H:9]([NH:21][C:32](=[O:33])[C:31]1[CH:30]=[CH:29][C:28]([O:27][CH2:26][CH:23]2[CH2:24][CH2:25]2)=[CH:36][CH:35]=1)[CH2:10][C:11]1[CH:12]=[CH:13][C:14]([C:17]([F:19])([F:20])[F:18])=[CH:15][CH:16]=1)(=[O:3])[CH3:2].